From a dataset of Reaction yield outcomes from USPTO patents with 853,638 reactions. Predict the reaction yield, written as a fraction of the theoretical maximum amount of product (1.0 means a 100% yield; for example, 0.34 means a 34% yield). (1) The reactants are [CH3:1][O:2][C:3](=[O:13])[C:4]1[CH:9]=[C:8]([OH:10])[C:7]([I:11])=[C:6]([NH2:12])[CH:5]=1.[CH2:14](I)[CH3:15].CC(C)([O-])C.[Na+]. The catalyst is CN(C=O)C. The product is [CH3:1][O:2][C:3](=[O:13])[C:4]1[CH:9]=[C:8]([O:10][CH2:14][CH3:15])[C:7]([I:11])=[C:6]([NH2:12])[CH:5]=1. The yield is 0.690. (2) The yield is 0.0700. The product is [F:1][C:2]([F:7])([F:6])[C:3]([OH:5])=[O:4].[NH2:50][S:47]([N:43]1[CH2:44][CH2:45][CH:40]([C:38]([NH:37][C:29]2[CH:30]=[CH:31][C:32]3[NH:33][C:34]4[N:35]=[C:19]([NH:20][C:21]5[CH:22]=[CH:23][CH:24]=[C:25]([CH:46]=5)[CH2:26][CH2:27][C:28]=2[CH:36]=3)[N:18]=[CH:17][C:16]=4[Cl:15])=[O:39])[CH2:41][CH2:42]1)(=[O:49])=[O:48]. The catalyst is O1CCOCC1. The reactants are [F:1][C:2]([F:7])([F:6])[C:3]([OH:5])=[O:4].FC(F)(F)C(O)=O.[Cl:15][C:16]1[CH:17]=[N:18][C:19]2[NH:20][C:21]3[CH:22]=[CH:23][CH:24]=[C:25]([CH:46]=3)[CH2:26][CH2:27][C:28]3[CH:36]=[C:32]([NH:33][C:34]=1[N:35]=2)[CH:31]=[CH:30][C:29]=3[NH:37][C:38]([CH:40]1[CH2:45][CH2:44][NH:43][CH2:42][CH2:41]1)=[O:39].[S:47](N)([NH2:50])(=[O:49])=[O:48]. (3) The yield is 0.239. The catalyst is O. The reactants are O1CCCC1.[F:6][C:7]1[CH:12]=[C:11]([O:13][CH2:14][C:15]2[CH:20]=[CH:19][C:18]([F:21])=[CH:17][N:16]=2)[CH:10]=[CH:9][C:8]=1[CH2:22][C:23](Cl)=[N:24][OH:25].[C:27]([C:29]1[C:30]([NH2:35])=[N:31][CH:32]=[CH:33][CH:34]=1)#[CH:28].C(N(CC)CC)C. The product is [F:6][C:7]1[CH:12]=[C:11]([O:13][CH2:14][C:15]2[CH:20]=[CH:19][C:18]([F:21])=[CH:17][N:16]=2)[CH:10]=[CH:9][C:8]=1[CH2:22][C:23]1[CH:28]=[C:27]([C:29]2[C:30]([NH2:35])=[N:31][CH:32]=[CH:33][CH:34]=2)[O:25][N:24]=1. (4) The reactants are [Cl:1][C:2]1[CH:7]=[CH:6][C:5]([S:8]([NH:11][C@H:12]([C:15]2[CH:20]=[CH:19][CH:18]=[CH:17][CH:16]=2)[CH2:13][CH3:14])(=[O:10])=[O:9])=[CH:4][CH:3]=1.[CH3:21][O:22][C:23]1[CH:30]=[CH:29][C:26]([CH2:27]O)=[CH:25][CH:24]=1. No catalyst specified. The product is [Cl:1][C:2]1[CH:7]=[CH:6][C:5]([S:8]([N:11]([CH2:27][C:26]2[CH:29]=[CH:30][C:23]([O:22][CH3:21])=[CH:24][CH:25]=2)[C@H:12]([C:15]2[CH:16]=[CH:17][CH:18]=[CH:19][CH:20]=2)[CH2:13][CH3:14])(=[O:10])=[O:9])=[CH:4][CH:3]=1. The yield is 0.530. (5) The catalyst is CN(P(N(C)C)(N(C)C)=O)C.O. The reactants are [Si:1]([O:8][CH:9]([C:12]1[CH:13]=[CH:14][C:15]2[NH:21][C:20](=[O:22])[CH2:19][CH2:18][CH2:17][C:16]=2[CH:23]=1)[CH2:10]Cl)([C:4]([CH3:7])([CH3:6])[CH3:5])([CH3:3])[CH3:2].[OH:24][C:25]1([C:31]2[S:32][CH:33]=[CH:34][CH:35]=2)[CH2:30][CH2:29][NH:28][CH2:27][CH2:26]1.[I-].[Na+].C(N(CC)CC)C. The product is [Si:1]([O:8][CH:9]([C:12]1[CH:13]=[CH:14][C:15]2[NH:21][C:20](=[O:22])[CH2:19][CH2:18][CH2:17][C:16]=2[CH:23]=1)[CH2:10][N:28]1[CH2:29][CH2:30][C:25]([OH:24])([C:31]2[S:32][CH:33]=[CH:34][CH:35]=2)[CH2:26][CH2:27]1)([C:4]([CH3:7])([CH3:6])[CH3:5])([CH3:3])[CH3:2]. The yield is 0.737. (6) The reactants are [CH2:1]([C:8]1[C:9]([CH3:21])=[N:10][C:11]2[N:12]([N:15]=[CH:16][C:17]=2[C:18](O)=[O:19])[C:13]=1[CH3:14])[C:2]1[CH:7]=[CH:6][CH:5]=[CH:4][CH:3]=1.C(N(CC)C(C)C)(C)C.CCCP1(OP(CCC)(=O)OP(CCC)(=O)O1)=O.[CH3:49][O:50][CH2:51][CH2:52][NH2:53]. The catalyst is CN(C)C=O.C1(C)C=CC=CC=1. The product is [CH2:1]([C:8]1[C:9]([CH3:21])=[N:10][C:11]2[N:12]([N:15]=[CH:16][C:17]=2[C:18]([NH:53][CH2:52][CH2:51][O:50][CH3:49])=[O:19])[C:13]=1[CH3:14])[C:2]1[CH:7]=[CH:6][CH:5]=[CH:4][CH:3]=1. The yield is 0.780.